From a dataset of Full USPTO retrosynthesis dataset with 1.9M reactions from patents (1976-2016). Predict the reactants needed to synthesize the given product. Given the product [CH3:1][C:2]([CH3:13])([CH3:12])[C@@H:3]([C:5]([O:7][C:8]([CH3:11])([CH3:10])[CH3:9])=[O:6])[NH:4][S:22]([CH3:21])(=[O:24])=[O:23], predict the reactants needed to synthesize it. The reactants are: [CH3:1][C:2]([CH3:13])([CH3:12])[C@@H:3]([C:5]([O:7][C:8]([CH3:11])([CH3:10])[CH3:9])=[O:6])[NH2:4].C(N(CC)CC)C.[CH3:21][S:22](Cl)(=[O:24])=[O:23].